This data is from Forward reaction prediction with 1.9M reactions from USPTO patents (1976-2016). The task is: Predict the product of the given reaction. (1) Given the reactants [CH3:1][O:2][C:3]1[CH:4]=[C:5]([OH:9])[CH:6]=[CH:7][CH:8]=1.O[C@@H:11]([C:31]1[CH:36]=[CH:35][CH:34]=[CH:33][CH:32]=1)[CH2:12][N:13]1[CH2:18][CH2:17][CH:16]([C:19]2[CH:20]=[C:21]([NH:25][C:26](=[O:30])[CH:27]([CH3:29])[CH3:28])[CH:22]=[CH:23][CH:24]=2)[CH2:15][CH2:14]1, predict the reaction product. The product is: [CH3:1][O:2][C:3]1[CH:4]=[C:5]([CH:6]=[CH:7][CH:8]=1)[O:9][C@H:11]([C:31]1[CH:36]=[CH:35][CH:34]=[CH:33][CH:32]=1)[CH2:12][N:13]1[CH2:18][CH2:17][CH:16]([C:19]2[CH:20]=[C:21]([NH:25][C:26](=[O:30])[CH:27]([CH3:29])[CH3:28])[CH:22]=[CH:23][CH:24]=2)[CH2:15][CH2:14]1. (2) Given the reactants [Cl:1][C:2]1[CH:3]=[C:4]([NH:9][N:10]=[C:11]([C:14]#[N:15])[C:12]#[N:13])[CH:5]=[CH:6][C:7]=1[Cl:8].ClC1C=C(C=CC=1Cl)N.C(#N)CC#N.O.[NH2:31][NH2:32], predict the reaction product. The product is: [NH2:15][C:14]1[C:11](=[N:10][NH:9][C:4]2[CH:5]=[CH:6][C:7]([Cl:8])=[C:2]([Cl:1])[CH:3]=2)[C:12]([NH2:13])=[N:32][N:31]=1. (3) Given the reactants [OH-].[Na+].C[O:4][C:5](=[O:40])[CH2:6][C:7]1[CH:8]=[N:9][CH:10]=[C:11]([C:13]2[CH:18]=[CH:17][C:16]([C:19]([C:24]3[CH:29]=[CH:28][C:27]([O:30][CH2:31][C:32](=[O:37])[C:33]([CH3:36])([CH3:35])[CH3:34])=[C:26]([CH3:38])[CH:25]=3)([CH2:22][CH3:23])[CH2:20][CH3:21])=[CH:15][C:14]=2[CH3:39])[CH:12]=1.[Cl-].[NH4+], predict the reaction product. The product is: [CH3:36][C:33]([CH3:34])([CH3:35])[C:32](=[O:37])[CH2:31][O:30][C:27]1[CH:28]=[CH:29][C:24]([C:19]([C:16]2[CH:17]=[CH:18][C:13]([C:11]3[CH:12]=[C:7]([CH2:6][C:5]([OH:40])=[O:4])[CH:8]=[N:9][CH:10]=3)=[C:14]([CH3:39])[CH:15]=2)([CH2:20][CH3:21])[CH2:22][CH3:23])=[CH:25][C:26]=1[CH3:38]. (4) Given the reactants [H-].[Na+].C[CH2:4][O:5][C:6]([CH:8](P(OCC)(OCC)=O)[CH3:9])=[O:7].[C:18]([N:25]1[CH2:30][CH2:29][C:28](=O)[CH2:27][CH2:26]1)([O:20][C:21]([CH3:24])([CH3:23])[CH3:22])=[O:19], predict the reaction product. The product is: [CH3:4][O:5][C:6](=[O:7])[C:8](=[C:28]1[CH2:29][CH2:30][N:25]([C:18]([O:20][C:21]([CH3:24])([CH3:23])[CH3:22])=[O:19])[CH2:26][CH2:27]1)[CH3:9]. (5) Given the reactants Cl[C:2]1[N:7]=[C:6]([C:8]([F:11])([F:10])[F:9])[C:5]([C:12]([N:14]2[CH2:19][CH2:18][S:17](=[O:21])(=[O:20])[CH2:16][CH2:15]2)=[O:13])=[CH:4][N:3]=1.O1CCCC1.O1CCCC1.Cl[Zn][CH2:34][C:35]1[CH:40]=[CH:39][CH:38]=[C:37]([Cl:41])[CH:36]=1, predict the reaction product. The product is: [Cl:41][C:37]1[CH:36]=[C:35]([CH:40]=[CH:39][CH:38]=1)[CH2:34][C:2]1[N:7]=[C:6]([C:8]([F:11])([F:10])[F:9])[C:5]([C:12]([N:14]2[CH2:19][CH2:18][S:17](=[O:21])(=[O:20])[CH2:16][CH2:15]2)=[O:13])=[CH:4][N:3]=1. (6) Given the reactants [CH3:1][N:2]([CH3:15])[C:3]1([C:13]#[N:14])[CH2:12][CH2:11][C:6]2([O:10]CCO2)[CH2:5][CH2:4]1.[C:16]1(C)[CH:21]=CC=[CH:18][CH:17]=1.C#C.Cl, predict the reaction product. The product is: [CH3:15][N:2]([CH3:1])[C:3]1([C:13]2[CH:18]=[CH:17][CH:16]=[CH:21][N:14]=2)[CH2:4][CH2:5][C:6](=[O:10])[CH2:11][CH2:12]1. (7) Given the reactants [C:1]([O:5][C:6]([N:8]1[CH2:13][CH2:12][CH:11]([C:14](=[O:16])[CH3:15])[CH2:10][CH2:9]1)=[O:7])([CH3:4])([CH3:3])[CH3:2].[C:17]1([C:23]#[C:24][Mg]Br)[CH:22]=[CH:21][CH:20]=[CH:19][CH:18]=1, predict the reaction product. The product is: [OH:16][C:14]([CH:11]1[CH2:10][CH2:9][N:8]([C:6]([O:5][C:1]([CH3:2])([CH3:4])[CH3:3])=[O:7])[CH2:13][CH2:12]1)([CH3:15])[C:24]#[C:23][C:17]1[CH:22]=[CH:21][CH:20]=[CH:19][CH:18]=1.